This data is from Forward reaction prediction with 1.9M reactions from USPTO patents (1976-2016). The task is: Predict the product of the given reaction. Given the reactants Br[C:2]1[CH:7]=[CH:6][C:5]([N:8]2[CH2:13][CH2:12][N:11]([C:14]([O:16][C:17]([CH3:20])([CH3:19])[CH3:18])=[O:15])[CH2:10][CH2:9]2)=[C:4]([C:21]([CH3:24])([CH3:23])[CH3:22])[CH:3]=1.C([O-])(O)=O.[Na+].[CH3:30][N:31](C=O)C, predict the reaction product. The product is: [C:21]([C:4]1[CH:3]=[C:2]([C:30]#[N:31])[CH:7]=[CH:6][C:5]=1[N:8]1[CH2:13][CH2:12][N:11]([C:14]([O:16][C:17]([CH3:20])([CH3:19])[CH3:18])=[O:15])[CH2:10][CH2:9]1)([CH3:24])([CH3:23])[CH3:22].